This data is from Catalyst prediction with 721,799 reactions and 888 catalyst types from USPTO. The task is: Predict which catalyst facilitates the given reaction. (1) The catalyst class is: 4. Product: [OH:8][CH2:9][CH2:10][O:11][C:12]1[CH:20]=[C:19]2[C:15]([C:16]([C:21](=[O:38])[CH:22]([NH:29][C:30]3[CH:35]=[CH:34][CH:33]=[C:32]([O:36][CH3:37])[CH:31]=3)[C:23]3[CH:24]=[CH:25][CH:26]=[CH:27][CH:28]=3)=[CH:17][NH:18]2)=[CH:14][CH:13]=1. Reactant: [Si]([O:8][CH2:9][CH2:10][O:11][C:12]1[CH:20]=[C:19]2[C:15]([C:16]([C:21](=[O:38])[CH:22]([NH:29][C:30]3[CH:35]=[CH:34][CH:33]=[C:32]([O:36][CH3:37])[CH:31]=3)[C:23]3[CH:28]=[CH:27][CH:26]=[CH:25][CH:24]=3)=[CH:17][NH:18]2)=[CH:14][CH:13]=1)(C(C)(C)C)(C)C.Cl.O1CCOCC1.[OH-].[Na+]. (2) Reactant: [C:1]([C:3]1[CH:7]=[C:6]([C:8]2[CH:13]=[CH:12][CH:11]=[CH:10][CH:9]=2)[S:5][C:4]=1[NH:14][C:15]([CH:17]1[CH2:22][CH2:21][CH2:20][CH2:19][CH2:18]1)=[O:16])#[N:2].[N+:23]([O-])([OH:25])=[O:24]. Product: [C:1]([C:3]1[C:7]([N+:23]([O-:25])=[O:24])=[C:6]([C:8]2[CH:13]=[CH:12][CH:11]=[CH:10][CH:9]=2)[S:5][C:4]=1[NH:14][C:15]([CH:17]1[CH2:22][CH2:21][CH2:20][CH2:19][CH2:18]1)=[O:16])#[N:2]. The catalyst class is: 152. (3) Reactant: Br[C:2]1[CH:7]=[CH:6][C:5]([C:8]2[N:12]([CH2:13][C@@H:14]3[CH2:18][CH2:17][N:16]([C:19]([CH:21]4[CH2:23][CH2:22]4)=[O:20])[CH2:15]3)[CH:11]=[N:10][N:9]=2)=[CH:4][CH:3]=1.C([O-])([O-])=O.[K+].[K+].[O-]S([O-])(=O)=O.[Na+].[Na+]. Product: [CH:21]1([C:19]([N:16]2[CH2:17][CH2:18][C@@H:14]([CH2:13][N:12]3[CH:11]=[N:10][N:9]=[C:8]3[C:5]3[CH:6]=[CH:7][C:2]([C:4]4[C:5]([C:8]#[N:9])=[CH:6][CH:7]=[CH:2][CH:3]=4)=[CH:3][CH:4]=3)[CH2:15]2)=[O:20])[CH2:23][CH2:22]1. The catalyst class is: 75. (4) The catalyst class is: 2. Product: [C:1]([C:3]1[CH:8]=[CH:7][C:6]([C:9]2[C:18]3[C:13](=[CH:14][C:15]([S:19]([NH:41][C:37]4[S:36][CH:40]=[CH:39][N:38]=4)(=[O:20])=[O:21])=[CH:16][CH:17]=3)[CH:12]=[CH:11][N:10]=2)=[C:5]([O:34][CH3:35])[CH:4]=1)#[N:2]. Reactant: [C:1]([C:3]1[CH:8]=[CH:7][C:6]([C:9]2[C:18]3[C:13](=[CH:14][C:15]([S:19](OC4C(F)=C(F)C(F)=C(F)C=4F)(=[O:21])=[O:20])=[CH:16][CH:17]=3)[CH:12]=[CH:11][N:10]=2)=[C:5]([O:34][CH3:35])[CH:4]=1)#[N:2].[S:36]1[CH:40]=[CH:39][N:38]=[C:37]1[NH2:41].C1COCC1.C[Si]([N-][Si](C)(C)C)(C)C.[Li+]. (5) Reactant: [N:1]1[CH:6]=[CH:5][CH:4]=[CH:3][CH:2]=1.C[N:8]1[C:13](=[O:14])[CH:12]=[C:11]([N:15]2[CH2:20][CH2:19][O:18][CH2:17][CH2:16]2)[N:10]=[C:9]1[CH2:21][C:22](=[O:36])[N:23]1[C:31]2[C:26](=[C:27](C(F)(F)F)[CH:28]=[CH:29][CH:30]=2)[CH2:25][CH2:24]1.Cl.CN(C)[CH2:40][CH2:41][CH2:42]N=C=NCC.N1(C2N=C(CC([O-])=O)NC(=O)C=2)CCOCC1.[Na+]. Product: [N:15]1([C:11]2[N:10]=[C:9]([CH2:21][C:22](=[O:36])[N:23]3[C:31]4[C:26](=[C:27]([CH:3]5[CH2:4][CH2:5][CH2:6][N:1]([CH2:40][CH2:41][CH3:42])[CH2:2]5)[CH:28]=[CH:29][CH:30]=4)[CH2:25][CH2:24]3)[NH:8][C:13](=[O:14])[CH:12]=2)[CH2:16][CH2:17][O:18][CH2:19][CH2:20]1. The catalyst class is: 9. (6) Reactant: N(C(OCC)=O)=NC(OCC)=O.C1(P(C2C=CC=CC=2)C2C=CC=CC=2)C=CC=CC=1.[Br:32][C:33]1[C:42]([OH:43])=[CH:41][CH:40]=[C:39]2[C:34]=1[CH:35]=[CH:36][N:37]=[CH:38]2.[C:44]([N:51]1[CH2:56][CH2:55][CH:54](O)[CH2:53][CH2:52]1)([O:46][C:47]([CH3:50])([CH3:49])[CH3:48])=[O:45].C(N(CC)CC)C. Product: [C:47]([O:46][C:44]([N:51]1[CH2:56][CH2:55][CH:54]([O:43][C:42]2[C:33]([Br:32])=[C:34]3[C:39](=[CH:40][CH:41]=2)[CH:38]=[N:37][CH:36]=[CH:35]3)[CH2:53][CH2:52]1)=[O:45])([CH3:50])([CH3:48])[CH3:49]. The catalyst class is: 4. (7) Reactant: [Cl:1][C:2]1[CH:7]=[C:6]2[NH:8][C:9](=[O:44])[C@@:10]3([C@H:14]([CH2:15][C@H:16]([CH3:21])[C:17]([F:20])([F:19])[F:18])[NH:13][C@@H:12]([C:22]([NH:24][C:25]4[CH:33]=[CH:32][C:28]([C:29]([OH:31])=O)=[CH:27][C:26]=4[O:34][CH3:35])=[O:23])[C@@H:11]3[C:36]3[CH:41]=[CH:40][CH:39]=[C:38]([Cl:42])[C:37]=3[F:43])[C:5]2=[CH:4][CH:3]=1.C1N=C[N:47](C(N2C=NC=C2)=O)C=1.N. Product: [C:29]([C:28]1[CH:32]=[CH:33][C:25]([NH:24][C:22]([CH:12]2[CH:11]([C:36]3[CH:41]=[CH:40][CH:39]=[C:38]([Cl:42])[C:37]=3[F:43])[C:10]3([C:5]4[C:6](=[CH:7][C:2]([Cl:1])=[CH:3][CH:4]=4)[NH:8][C:9]3=[O:44])[CH:14]([CH2:15][C@H:16]([CH3:21])[C:17]([F:19])([F:20])[F:18])[NH:13]2)=[O:23])=[C:26]([O:34][CH3:35])[CH:27]=1)(=[O:31])[NH2:47]. The catalyst class is: 1. (8) The catalyst class is: 3. Reactant: Cl.[O:2]=[C:3]1[NH:11][C:6]2=[N:7][CH:8]=[CH:9][CH:10]=[C:5]2[C:4]21[CH2:19][C:18]1[C:13](=[CH:14][CH:15]=[C:16]([NH:20][C:21]3[N:26]=[CH:25][N:24]=[C:23]([C:27]([OH:29])=O)[CH:22]=3)[CH:17]=1)[CH2:12]2.[NH:30]1[C:39]2[C:34](=[CH:35][CH:36]=[CH:37][CH:38]=2)[CH2:33][CH2:32][CH2:31]1.CN(C(ON1N=NC2C=CC=CC1=2)=[N+](C)C)C.[B-](F)(F)(F)F. Product: [N:30]1([C:27]([C:23]2[N:24]=[CH:25][N:26]=[C:21]([NH:20][C:16]3[CH:17]=[C:18]4[C:13](=[CH:14][CH:15]=3)[CH2:12][C:4]3([C:5]5[C:6](=[N:7][CH:8]=[CH:9][CH:10]=5)[NH:11][C:3]3=[O:2])[CH2:19]4)[CH:22]=2)=[O:29])[C:39]2[C:34](=[CH:35][CH:36]=[CH:37][CH:38]=2)[CH2:33][CH2:32][CH2:31]1.